The task is: Predict the reactants needed to synthesize the given product.. This data is from Full USPTO retrosynthesis dataset with 1.9M reactions from patents (1976-2016). (1) The reactants are: C[O:2][C:3]1[CH:4]=[C:5]([C:11]([C:17]2[CH:22]=[CH:21][C:20]([O:23][CH3:24])=[C:19]([O:25][CH3:26])[CH:18]=2)=[CH:12][C:13](OC)=O)[CH:6]=[CH:7][C:8]=1[O:9][CH3:10].COC1C=C(C=CC=1OC)C(C1C=CC2OCOC=2C=1)=O.C(OP(CC#[N:58])(=O)OCC)C.C[Si](C)(C)[N-][Si](C)(C)C.[Li+]. Given the product [CH3:26][O:25][C:19]1[CH:18]=[C:17]([C:11]([C:5]2[CH:6]=[CH:7][C:8]3[O:9][CH2:10][O:2][C:3]=3[CH:4]=2)=[CH:12][C:13]#[N:58])[CH:22]=[CH:21][C:20]=1[O:23][CH3:24], predict the reactants needed to synthesize it. (2) Given the product [OH:1][CH2:2][C:3]([CH3:25])([CH3:24])[C:4]([N:6]1[CH2:11][CH2:10][CH:9]([CH2:12][CH2:13][O:14][C:15]2[CH:16]=[C:17]([CH:21]=[CH:22][CH:23]=2)[C:18]([NH:26][CH:27]2[CH:28]3[CH2:36][CH:32]4[CH2:31][C:30]([CH2:37][OH:38])([CH2:35][CH:34]2[CH2:33]4)[CH2:29]3)=[O:19])[CH2:8][CH2:7]1)=[O:5], predict the reactants needed to synthesize it. The reactants are: [OH:1][CH2:2][C:3]([CH3:25])([CH3:24])[C:4]([N:6]1[CH2:11][CH2:10][CH:9]([CH2:12][CH2:13][O:14][C:15]2[CH:16]=[C:17]([CH:21]=[CH:22][CH:23]=2)[C:18](O)=[O:19])[CH2:8][CH2:7]1)=[O:5].[NH2:26][CH:27]1[CH:34]2[CH2:35][C:30]3([CH2:37][OH:38])[CH2:31][CH:32]([CH2:36][CH:28]1[CH2:29]3)[CH2:33]2. (3) Given the product [ClH:44].[NH2:7][CH2:8][CH2:9][CH2:10][N:11]([CH:21]([C:24]1[N:25]([CH2:35][C:36]2[CH:41]=[CH:40][CH:39]=[C:38]([F:42])[CH:37]=2)[C:26](=[O:34])[C:27]2[C:32]([CH3:33])=[N:31][S:30][C:28]=2[N:29]=1)[CH2:22][CH3:23])[C:12](=[O:20])[C:13]1[CH:14]=[CH:15][C:16]([CH3:19])=[CH:17][CH:18]=1, predict the reactants needed to synthesize it. The reactants are: C(OC(=O)[NH:7][CH2:8][CH2:9][CH2:10][N:11]([CH:21]([C:24]1[N:25]([CH2:35][C:36]2[CH:41]=[CH:40][CH:39]=[C:38]([F:42])[CH:37]=2)[C:26](=[O:34])[C:27]2[C:32]([CH3:33])=[N:31][S:30][C:28]=2[N:29]=1)[CH2:22][CH3:23])[C:12](=[O:20])[C:13]1[CH:18]=[CH:17][C:16]([CH3:19])=[CH:15][CH:14]=1)(C)(C)C.[ClH:44]. (4) Given the product [N+:8]([C:3]1[CH:4]=[CH:5][C:6]([N:11]2[CH2:16][CH2:15][CH:14]([OH:17])[CH2:13][CH2:12]2)=[CH:7][CH:2]=1)([O-:10])=[O:9], predict the reactants needed to synthesize it. The reactants are: F[C:2]1[CH:7]=[CH:6][CH:5]=[CH:4][C:3]=1[N+:8]([O-:10])=[O:9].[NH:11]1[CH2:16][CH2:15][CH:14]([OH:17])[CH2:13][CH2:12]1.C(N(C(C)C)CC)(C)C. (5) Given the product [O:37]=[C:2]1[N:12]([C:13]2[CH:14]=[CH:15][CH:16]=[CH:17][CH:18]=2)[CH2:19][C:20]2([CH2:25][CH2:24][CH2:23][N:22]([C:26]([O:28][CH2:29][C:30]3[CH:35]=[CH:34][CH:33]=[CH:32][CH:31]=3)=[O:27])[CH2:21]2)[O:36]1, predict the reactants needed to synthesize it. The reactants are: N12CCCN=C1CCCC[CH2:2]2.[NH:12]([CH2:19][C:20]1([OH:36])[CH2:25][CH2:24][CH2:23][N:22]([C:26]([O:28][CH2:29][C:30]2[CH:35]=[CH:34][CH:33]=[CH:32][CH:31]=2)=[O:27])[CH2:21]1)[C:13]1[CH:18]=[CH:17][CH:16]=[CH:15][CH:14]=1.[OH2:37].